This data is from Forward reaction prediction with 1.9M reactions from USPTO patents (1976-2016). The task is: Predict the product of the given reaction. (1) Given the reactants [Cl:1][C:2]1[CH:3]=[C:4]([CH:7]=[CH:8][C:9]=1[Cl:10])[CH:5]=O.C([O:13][C:14](=O)[CH2:15][C:16]#[N:17])C.[CH:19]([NH2:21])=[NH:20].C(=O)([O-])[O-].[K+].[K+], predict the reaction product. The product is: [Cl:1][C:2]1[CH:3]=[C:4]([C:5]2[N:21]=[CH:19][N:20]=[C:14]([OH:13])[C:15]=2[C:16]#[N:17])[CH:7]=[CH:8][C:9]=1[Cl:10]. (2) Given the reactants [CH2:1]([O:3][C:4](=[O:20])[NH:5][C:6](=[O:19])/[C:7](/[C:17]#[N:18])=[CH:8]\[C:9]1[CH:14]=[CH:13][C:12]([Cl:15])=[C:11]([Cl:16])[CH:10]=1)[CH3:2].[CH2:21](O)CC, predict the reaction product. The product is: [CH2:1]([O:3][C:4](=[O:20])[NH:5][C:6](=[O:19])/[C:7](/[C:17]#[N:18])=[CH:8]\[C:9]1[CH:14]=[CH:13][C:12]([Cl:15])=[C:11]([Cl:16])[CH:10]=1)[CH2:2][CH3:21]. (3) Given the reactants [Cl:1][C:2]1[CH:7]=[CH:6][N:5]=[C:4]2[CH:8]=[C:9](I)[O:10][C:3]=12.[CH3:12][O:13][C:14]1[CH:15]=[C:16](B(O)O)[CH:17]=[C:18]([O:22][CH3:23])[C:19]=1[O:20][CH3:21].C1(P(C2CCCCC2)C2C=CC=CC=2C2C(OC)=CC=CC=2OC)CCCCC1.C([O-])([O-])=O.[K+].[K+], predict the reaction product. The product is: [Cl:1][C:2]1[CH:7]=[CH:6][N:5]=[C:4]2[CH:8]=[C:9]([C:16]3[CH:17]=[C:18]([O:22][CH3:23])[C:19]([O:20][CH3:21])=[C:14]([O:13][CH3:12])[CH:15]=3)[O:10][C:3]=12. (4) Given the reactants [NH2:1][C@:2]12[C:10](=[O:11])[O:9][C@H:8]([CH3:12])[C@H:7]1[C@@H:6](/[CH:13]=[CH:14]/[C:15]1[CH:20]=[CH:19][C:18]([Br:21])=[CH:17][N:16]=1)[C@H:5]([CH3:22])[C:4]([F:24])([F:23])[CH2:3]2.Cl[CH2:26][CH:27]1[CH2:29][O:28]1, predict the reaction product. The product is: [Br:21][C:18]1[CH:19]=[CH:20][C:15](/[CH:14]=[CH:13]/[C@H:6]2[C@H:5]([CH3:22])[C:4]([F:24])([F:23])[CH2:3][C@:2]3([N:1]4[CH2:29][CH:27]([OH:28])[CH2:26]4)[C@H:7]2[C@@H:8]([CH3:12])[O:9][C:10]3=[O:11])=[N:16][CH:17]=1. (5) Given the reactants [CH3:1][C:2]([C:7]1[C:12]([C:13]#[C:14][C:15]2[CH:20]=[CH:19][CH:18]=[CH:17][C:16]=2[C:21]([F:24])([F:23])[F:22])=[N:11][CH:10]=[CH:9][N:8]=1)([CH3:6])[C:3]([OH:5])=[O:4], predict the reaction product. The product is: [CH3:6][C:2]1([CH3:1])[C:7]2[C:12](=[N:11][CH:10]=[CH:9][N:8]=2)/[C:13](=[CH:14]/[C:15]2[CH:20]=[CH:19][CH:18]=[CH:17][C:16]=2[C:21]([F:23])([F:24])[F:22])/[O:4][C:3]1=[O:5]. (6) Given the reactants C(OC([N:8]([CH2:21][CH:22]1[CH:27]([C:28]2[CH:33]=[CH:32][CH:31]=[CH:30][C:29]=2[F:34])[CH2:26][CH2:25][N:24]([C:35]([NH:37][C:38]2[CH:46]=[CH:45][C:41]([C:42]([OH:44])=[O:43])=[CH:40][C:39]=2[Cl:47])=[O:36])[CH2:23]1)[C@@H:9]([C:11]1[C:20]2[C:15](=[CH:16][CH:17]=[CH:18][CH:19]=2)[CH:14]=[CH:13][CH:12]=1)[CH3:10])=O)(C)(C)C.Cl.O1CCOCC1, predict the reaction product. The product is: [Cl:47][C:39]1[CH:40]=[C:41]([CH:45]=[CH:46][C:38]=1[NH:37][C:35]([N:24]1[CH2:25][CH2:26][CH:27]([C:28]2[CH:33]=[CH:32][CH:31]=[CH:30][C:29]=2[F:34])[CH:22]([CH2:21][NH:8][C@@H:9]([C:11]2[C:20]3[C:15](=[CH:16][CH:17]=[CH:18][CH:19]=3)[CH:14]=[CH:13][CH:12]=2)[CH3:10])[CH2:23]1)=[O:36])[C:42]([OH:44])=[O:43]. (7) Given the reactants [ClH:1].Cl.[F:3][C:4]1[CH:9]=[CH:8][C:7]([N:10]([CH:30]2[CH2:35][CH2:34][NH:33][CH2:32][CH2:31]2)[CH2:11][C:12]2[CH:13]=[C:14]([C:18]3[CH:23]=[C:22]([O:24][CH3:25])[C:21]([O:26][CH3:27])=[C:20]([O:28][CH3:29])[CH:19]=3)[CH:15]=[N:16][CH:17]=2)=[CH:6][CH:5]=1.[Cl:36][CH2:37][C:38]1[CH:43]=[CH:42][N:41]=[C:40]([C:44]2[CH:49]=[CH:48][CH:47]=[C:46]([O:50][CH3:51])[CH:45]=2)[CH:39]=1, predict the reaction product. The product is: [ClH:36].[ClH:1].[ClH:36].[F:3][C:4]1[CH:5]=[CH:6][C:7]([N:10]([CH:30]2[CH2:31][CH2:32][N:33]([CH2:37][C:38]3[CH:43]=[CH:42][N:41]=[C:40]([C:44]4[CH:49]=[CH:48][CH:47]=[C:46]([O:50][CH3:51])[CH:45]=4)[CH:39]=3)[CH2:34][CH2:35]2)[CH2:11][C:12]2[CH:13]=[C:14]([C:18]3[CH:19]=[C:20]([O:28][CH3:29])[C:21]([O:26][CH3:27])=[C:22]([O:24][CH3:25])[CH:23]=3)[CH:15]=[N:16][CH:17]=2)=[CH:8][CH:9]=1.